This data is from Peptide-MHC class I binding affinity with 185,985 pairs from IEDB/IMGT. The task is: Regression. Given a peptide amino acid sequence and an MHC pseudo amino acid sequence, predict their binding affinity value. This is MHC class I binding data. (1) The MHC is HLA-A02:01 with pseudo-sequence HLA-A02:01. The binding affinity (normalized) is 0.0641. The peptide sequence is NAPPAYEKL. (2) The peptide sequence is FRNLAYGRTCVLGK. The MHC is HLA-A23:01 with pseudo-sequence HLA-A23:01. The binding affinity (normalized) is 0.